From a dataset of Full USPTO retrosynthesis dataset with 1.9M reactions from patents (1976-2016). Predict the reactants needed to synthesize the given product. The reactants are: [F:1][C:2]1[CH:7]=[CH:6][C:5]([N:8]2[C:12]3[CH:13]=[C:14]4[C@:19]([C:21]([C:23]5[S:24][CH:25]=[CH:26][N:27]=5)=[O:22])([CH2:20][C:11]=3[CH:10]=[N:9]2)[CH2:18][N:17]([S:28]([C:31]2[CH:32]=[N:33][CH:34]=[C:35](F)[CH:36]=2)(=[O:30])=[O:29])[CH2:16][CH2:15]4)=[CH:4][CH:3]=1.[NH:38]1[CH2:43][CH2:42][CH2:41][CH2:40][CH2:39]1. Given the product [F:1][C:2]1[CH:7]=[CH:6][C:5]([N:8]2[C:12]3[CH:13]=[C:14]4[C@:19]([C:21]([C:23]5[S:24][CH:25]=[CH:26][N:27]=5)=[O:22])([CH2:20][C:11]=3[CH:10]=[N:9]2)[CH2:18][N:17]([S:28]([C:31]2[CH:32]=[N:33][CH:34]=[C:35]([N:38]3[CH2:43][CH2:42][CH2:41][CH2:40][CH2:39]3)[CH:36]=2)(=[O:30])=[O:29])[CH2:16][CH2:15]4)=[CH:4][CH:3]=1, predict the reactants needed to synthesize it.